This data is from NCI-60 drug combinations with 297,098 pairs across 59 cell lines. The task is: Regression. Given two drug SMILES strings and cell line genomic features, predict the synergy score measuring deviation from expected non-interaction effect. (1) Drug 1: C1=CC(=CC=C1CCCC(=O)O)N(CCCl)CCCl. Drug 2: CCC1(C2=C(COC1=O)C(=O)N3CC4=CC5=C(C=CC(=C5CN(C)C)O)N=C4C3=C2)O.Cl. Cell line: CCRF-CEM. Synergy scores: CSS=79.7, Synergy_ZIP=-3.81, Synergy_Bliss=-7.75, Synergy_Loewe=-7.86, Synergy_HSA=-5.15. (2) Drug 1: C1=CC(=CC=C1C#N)C(C2=CC=C(C=C2)C#N)N3C=NC=N3. Drug 2: CC1C(C(CC(O1)OC2CC(CC3=C2C(=C4C(=C3O)C(=O)C5=CC=CC=C5C4=O)O)(C(=O)C)O)N)O. Cell line: NCIH23. Synergy scores: CSS=44.8, Synergy_ZIP=2.88, Synergy_Bliss=2.54, Synergy_Loewe=0.263, Synergy_HSA=3.70. (3) Drug 1: C1CN1P(=S)(N2CC2)N3CC3. Drug 2: CCC1(CC2CC(C3=C(CCN(C2)C1)C4=CC=CC=C4N3)(C5=C(C=C6C(=C5)C78CCN9C7C(C=CC9)(C(C(C8N6C=O)(C(=O)OC)O)OC(=O)C)CC)OC)C(=O)OC)O.OS(=O)(=O)O. Cell line: SK-OV-3. Synergy scores: CSS=19.9, Synergy_ZIP=-4.10, Synergy_Bliss=-1.21, Synergy_Loewe=-9.59, Synergy_HSA=0.746. (4) Drug 1: CS(=O)(=O)C1=CC(=C(C=C1)C(=O)NC2=CC(=C(C=C2)Cl)C3=CC=CC=N3)Cl. Drug 2: CC=C1C(=O)NC(C(=O)OC2CC(=O)NC(C(=O)NC(CSSCCC=C2)C(=O)N1)C(C)C)C(C)C. Cell line: SNB-19. Synergy scores: CSS=56.1, Synergy_ZIP=0.0234, Synergy_Bliss=-1.18, Synergy_Loewe=-61.4, Synergy_HSA=-1.20. (5) Drug 1: CC1C(C(CC(O1)OC2CC(CC3=C2C(=C4C(=C3O)C(=O)C5=C(C4=O)C(=CC=C5)OC)O)(C(=O)C)O)N)O.Cl. Drug 2: CC12CCC3C(C1CCC2O)C(CC4=C3C=CC(=C4)O)CCCCCCCCCS(=O)CCCC(C(F)(F)F)(F)F. Cell line: SR. Synergy scores: CSS=48.7, Synergy_ZIP=-0.884, Synergy_Bliss=0.223, Synergy_Loewe=-26.8, Synergy_HSA=-0.783.